Regression. Given a peptide amino acid sequence and an MHC pseudo amino acid sequence, predict their binding affinity value. This is MHC class I binding data. From a dataset of Peptide-MHC class I binding affinity with 185,985 pairs from IEDB/IMGT. The peptide sequence is RKAKIIRDY. The binding affinity (normalized) is 0. The MHC is HLA-B07:02 with pseudo-sequence HLA-B07:02.